This data is from Forward reaction prediction with 1.9M reactions from USPTO patents (1976-2016). The task is: Predict the product of the given reaction. (1) Given the reactants [Cl:1][C:2]1[C:3]([O:12][C:13]2[CH:18]=[C:17]([O:19][CH2:20][CH2:21][O:22][CH:23]3[CH2:25][CH2:24]3)[CH:16]=[CH:15][C:14]=2/[CH:26]=[CH:27]/[C:28]([NH:30][S:31]([CH2:34][CH2:35][CH2:36][CH2:37][CH3:38])(=[O:33])=[O:32])=[O:29])=[N:4][CH:5]=[C:6]([C:8]([F:11])([F:10])[F:9])[CH:7]=1, predict the reaction product. The product is: [Cl:1][C:2]1[C:3]([O:12][C:13]2[CH:18]=[C:17]([O:19][CH2:20][CH2:21][O:22][CH:23]3[CH2:24][CH2:25]3)[CH:16]=[CH:15][C:14]=2[CH2:26][CH2:27][C:28]([NH:30][S:31]([CH2:34][CH2:35][CH2:36][CH2:37][CH3:38])(=[O:32])=[O:33])=[O:29])=[N:4][CH:5]=[C:6]([C:8]([F:10])([F:9])[F:11])[CH:7]=1. (2) Given the reactants Br[C:2]1[CH:7]=[CH:6][C:5]([C:8]2[O:12][N:11]=[C:10]([CH3:13])[C:9]=2[CH:14]([OH:17])[CH:15]=[CH2:16])=[CH:4][CH:3]=1.[CH2:18]([O:20][C:21]([C:23]1([C:26]2[CH:31]=[CH:30][C:29](B3OC(C)(C)C(C)(C)O3)=[CH:28][CH:27]=2)[CH2:25][CH2:24]1)=[O:22])[CH3:19], predict the reaction product. The product is: [CH2:18]([O:20][C:21]([C:23]1([C:26]2[CH:31]=[CH:30][C:29]([C:2]3[CH:7]=[CH:6][C:5]([C:8]4[O:12][N:11]=[C:10]([CH3:13])[C:9]=4[CH:14]([OH:17])[CH:15]=[CH2:16])=[CH:4][CH:3]=3)=[CH:28][CH:27]=2)[CH2:24][CH2:25]1)=[O:22])[CH3:19]. (3) Given the reactants [CH2:1]([S:3]([OH:6])(=[O:5])=[O:4])[CH3:2].[CH:7]1[C:8]([CH2:16][C@@H:17]([NH2:34])[CH2:18][C:19]([N:21]2[CH2:33][C:25]3=[N:26][N:27]=[C:28]([C:29]([F:32])([F:31])[F:30])[N:24]3[CH2:23][CH2:22]2)=[O:20])=[C:9]([F:15])[CH:10]=[C:11]([F:14])[C:12]=1[F:13], predict the reaction product. The product is: [CH:7]1[C:8]([CH2:16][C@@H:17]([NH2:34])[CH2:18][C:19]([N:21]2[CH2:33][C:25]3=[N:26][N:27]=[C:28]([C:29]([F:32])([F:31])[F:30])[N:24]3[CH2:23][CH2:22]2)=[O:20])=[C:9]([F:15])[CH:10]=[C:11]([F:14])[C:12]=1[F:13].[CH2:1]([S:3]([O-:6])(=[O:5])=[O:4])[CH3:2]. (4) Given the reactants [OH-:1].[Na+].[OH:3]O.C([C:8]1[CH:13]=[CH:12][CH:11]=[CH:10][CH:9]=1)(C)C.[CH:14]1[C:27]2NC3C(=CC=CC=3)SC=2C=C[CH:15]=1.[C:28](Cl)(=[O:31])[CH:29]=[CH2:30], predict the reaction product. The product is: [C:28]([OH:31])(=[O:1])[CH:29]=[CH2:30].[CH:14]([O:1][O:3][C:8]1[CH:9]=[CH:10][CH:11]=[CH:12][CH:13]=1)([CH3:27])[CH3:15].